From a dataset of Catalyst prediction with 721,799 reactions and 888 catalyst types from USPTO. Predict which catalyst facilitates the given reaction. (1) Reactant: [CH3:1][N:2]([C:4](=[S:11])[C:5]1[CH:10]=[CH:9][CH:8]=[CH:7][CH:6]=1)[NH2:3].Cl[S:13]([CH2:16][C:17](Cl)=[O:18])(=[O:15])=[O:14].O. Product: [CH3:1][N:2]([C:4]([C:5]1[CH:10]=[CH:9][CH:8]=[CH:7][CH:6]=1)=[S:11])[NH:3][S:13]([CH2:16][C:17]([NH:3][N:2]([CH3:1])[C:4]([C:5]1[CH:6]=[CH:7][CH:8]=[CH:9][CH:10]=1)=[S:11])=[O:18])(=[O:15])=[O:14]. The catalyst class is: 202. (2) Reactant: [C:1]([O-:4])([O-])=[O:2].[Cs+].[Cs+].Cl[C:8]1[N:13]=[C:12]([O:14][CH3:15])[N:11]=[C:10]([NH:16][CH2:17][CH2:18][C:19]2[CH:24]=[CH:23][C:22]([Cl:25])=[CH:21][C:20]=2[Cl:26])[CH:9]=1.CO[CH2:29][CH2:30][O:31][CH3:32]. Product: [Cl:26][C:20]1[CH:21]=[C:22]([Cl:25])[CH:23]=[CH:24][C:19]=1[CH2:18][CH2:17][NH:16][C:10]1[N:11]=[C:12]([O:14][CH3:15])[N:13]=[C:8]([C:21]2[CH:20]=[C:19]([C:18]3([C:1]([OH:4])=[O:2])[CH2:17][CH2:32][O:31][CH2:30][CH2:29]3)[CH:24]=[CH:23][CH:22]=2)[CH:9]=1. The catalyst class is: 257.